From a dataset of Full USPTO retrosynthesis dataset with 1.9M reactions from patents (1976-2016). Predict the reactants needed to synthesize the given product. (1) Given the product [N:4]1([C:34]([C:37]2[CH:38]=[C:39]3[C:43](=[CH:44][CH:45]=2)[NH:42][C:41](=[O:46])[CH2:40]3)=[O:36])[CH2:5][CH2:1][CH2:2][CH2:3]1, predict the reactants needed to synthesize it. The reactants are: [CH2:1]1[CH2:5][N:4]([P+](ON2N=NC3C=CC=CC2=3)([N:4]2[CH2:5][CH2:1][CH2:2][CH2:3]2)[N:4]2[CH2:5][CH2:1][CH2:2][CH2:3]2)[CH2:3][CH2:2]1.F[P-](F)(F)(F)(F)F.[C:34]([C:37]1[CH:38]=[C:39]2[C:43](=[CH:44][CH:45]=1)[NH:42][C:41](=[O:46])[CH2:40]2)([OH:36])=O.N1CCCC1.C(N(CC)CC)C. (2) Given the product [CH2:3]1[CH:4]([CH2:7][OH:8])[CH2:5][CH2:6][CH:1]([CH2:9][OH:10])[CH2:2]1, predict the reactants needed to synthesize it. The reactants are: [C@H:1]1([CH2:9][OH:10])[CH2:6][CH2:5][C@H:4]([CH2:7][OH:8])[CH2:3][CH2:2]1.CN1CCOCC1.P(Cl)(Cl)(=O)OCCCCCC. (3) Given the product [F:1][C:2]1[CH:3]=[C:4]([CH:16]=[CH:17][C:18]=1[F:19])[CH2:5][N:6]([CH2:7][C:8]1[CH:9]=[CH:10][C:11]([O:14][CH3:15])=[CH:12][CH:13]=1)[S:21]([C:24]1[CH:25]=[CH:26][C:27]([C:28]([OH:30])=[O:29])=[CH:32][CH:33]=1)(=[O:23])=[O:22], predict the reactants needed to synthesize it. The reactants are: [F:1][C:2]1[CH:3]=[C:4]([CH:16]=[CH:17][C:18]=1[F:19])[CH2:5][NH:6][CH2:7][C:8]1[CH:13]=[CH:12][C:11]([O:14][CH3:15])=[CH:10][CH:9]=1.Cl[S:21]([C:24]1[CH:33]=[CH:32][C:27]([C:28]([O:30]C)=[O:29])=[CH:26][CH:25]=1)(=[O:23])=[O:22]. (4) The reactants are: Br[CH2:2][CH2:3][C:4]([F:7])([F:6])[F:5].[CH2:8]([CH2:10][NH2:11])[OH:9].C(=O)([O-])[O-].[K+].[K+]. Given the product [F:5][C:4]([F:7])([F:6])[CH2:3][CH2:2][NH:11][CH2:10][CH2:8][OH:9], predict the reactants needed to synthesize it. (5) The reactants are: [F:1][C:2]1[C:3](Br)=[N:4][C:5]([Br:10])=[C:6]([F:9])[C:7]=1[Br:8].[F:12][C:13]1[CH:18]=[CH:17][C:16]([N+:19]([O-:21])=[O:20])=[CH:15][C:14]=1B1OC(C)(C)C(C)(C)O1.C(=O)([O-])[O-].[Na+].[Na+]. Given the product [Br:10][C:5]1[C:6]([F:9])=[C:7]([Br:8])[C:2]([F:1])=[C:3]([C:14]2[CH:15]=[C:16]([N+:19]([O-:21])=[O:20])[CH:17]=[CH:18][C:13]=2[F:12])[N:4]=1, predict the reactants needed to synthesize it. (6) Given the product [CH2:1]([S:8][CH:9]([CH:19]=[O:20])[CH2:10][NH:11][C:12](=[O:18])[O:13][C:14]([CH3:17])([CH3:15])[CH3:16])[C:2]1[CH:3]=[CH:4][CH:5]=[CH:6][CH:7]=1, predict the reactants needed to synthesize it. The reactants are: [CH2:1]([S:8][CH:9]([CH:19](OC)[O:20]C)[CH2:10][NH:11][C:12](=[O:18])[O:13][C:14]([CH3:17])([CH3:16])[CH3:15])[C:2]1[CH:7]=[CH:6][CH:5]=[CH:4][CH:3]=1.C(O)(=O)C. (7) The reactants are: [CH:1]([NH:4][C:5]1[N:6]=[N:7][C:8]([C:11]#[CH:12])=[CH:9][CH:10]=1)([CH3:3])[CH3:2].I[C:14]1[CH:15]=[C:16]([CH:36]=[CH:37][C:38]=1[CH3:39])[C:17]([NH:19][C:20]1[CH:25]=[CH:24][C:23]([N:26]2[CH:30]=[C:29]([CH3:31])[N:28]=[CH:27]2)=[C:22]([C:32]([F:35])([F:34])[F:33])[CH:21]=1)=[O:18]. Given the product [CH:1]([NH:4][C:5]1[N:6]=[N:7][C:8]([C:11]#[C:12][C:37]2[CH:36]=[C:16]([CH:15]=[CH:14][C:38]=2[CH3:39])[C:17]([NH:19][C:20]2[CH:25]=[CH:24][C:23]([N:26]3[CH:30]=[C:29]([CH3:31])[N:28]=[CH:27]3)=[C:22]([C:32]([F:33])([F:34])[F:35])[CH:21]=2)=[O:18])=[CH:9][CH:10]=1)([CH3:3])[CH3:2], predict the reactants needed to synthesize it. (8) Given the product [NH2:20][C:17]1[S:18][CH:19]=[C:15]([CH2:14][O:1]/[N:2]=[C:3](/[C:6]2[CH:11]=[CH:10][CH:9]=[CH:8][CH:7]=2)\[C:4]#[N:5])[N:16]=1, predict the reactants needed to synthesize it. The reactants are: [OH:1]/[N:2]=[C:3](/[C:6]1[CH:11]=[CH:10][CH:9]=[CH:8][CH:7]=1)\[C:4]#[N:5].Cl.Cl[CH2:14][C:15]1[N:16]=[C:17]([NH2:20])[S:18][CH:19]=1.[I-].[K+].C(=O)([O-])[O-].[Cs+].[Cs+]. (9) Given the product [Cl:1][C:2]1[C:3]([S:32](=[N:34][C:35](=[O:42])[C:36]2[CH:41]=[CH:40][CH:39]=[CH:38][CH:37]=2)([NH2:44])=[O:33])=[N:4][CH:5]=[C:6]([C:17]([N:19]2[CH2:20][CH2:21][CH:22]([C:25]3[CH:30]=[CH:29][C:28]([F:31])=[CH:27][CH:26]=3)[CH2:23][CH2:24]2)=[O:18])[C:7]=1[NH:8][C:9]1[CH:14]=[CH:13][C:12]([F:15])=[CH:11][C:10]=1[CH3:16], predict the reactants needed to synthesize it. The reactants are: [Cl:1][C:2]1[C:3]([S:32]([NH:34][C:35](=[O:42])[C:36]2[CH:41]=[CH:40][CH:39]=[CH:38][CH:37]=2)=[O:33])=[N:4][CH:5]=[C:6]([C:17]([N:19]2[CH2:24][CH2:23][CH:22]([C:25]3[CH:30]=[CH:29][C:28]([F:31])=[CH:27][CH:26]=3)[CH2:21][CH2:20]2)=[O:18])[C:7]=1[NH:8][C:9]1[CH:14]=[CH:13][C:12]([F:15])=[CH:11][C:10]=1[CH3:16].Cl[N:44]1C(=O)CCC1=O.O. (10) Given the product [S:9]1[C:2]2[CH2:3][CH2:4][CH2:5][C:1]=2[N:7]=[C:8]1[NH2:10], predict the reactants needed to synthesize it. The reactants are: [C:1]1(=O)[CH2:5][CH2:4][CH2:3][CH2:2]1.[NH2:7][C:8]([NH2:10])=[S:9].II.C(OC(C)C)(C)C.